Task: Predict which catalyst facilitates the given reaction.. Dataset: Catalyst prediction with 721,799 reactions and 888 catalyst types from USPTO (1) Reactant: [Cl:1][C:2]1[CH:21]=[CH:20][C:5]([CH2:6][CH:7]2[CH2:12][CH:11]([C:13]([OH:15])=O)[CH2:10][CH2:9][N:8]2[C:16]([O:18][CH3:19])=[O:17])=[CH:4][CH:3]=1.[CH3:22][C:23]1([CH3:31])[O:28][C:27](=[O:29])[CH2:26][C:25](=[O:30])[O:24]1.CCN(C(C)C)C(C)C.Cl.C(N=C=NCCCN(C)C)C. Product: [Cl:1][C:2]1[CH:3]=[CH:4][C:5]([CH2:6][CH:7]2[CH2:12][CH:11]([C:13](=[C:26]3[C:27](=[O:29])[O:28][C:23]([CH3:31])([CH3:22])[O:24][C:25]3=[O:30])[OH:15])[CH2:10][CH2:9][N:8]2[C:16]([O:18][CH3:19])=[O:17])=[CH:20][CH:21]=1. The catalyst class is: 166. (2) Reactant: [C:1]([C@H:3]1[O:8][CH2:7][C@H:6]([CH2:9][O:10][Si](C(C)(C)C)(C)C)[N:5]([C:18]([O:20][C:21]([CH3:24])([CH3:23])[CH3:22])=[O:19])[CH2:4]1)#[CH:2].[F-].C([N+](CCCC)(CCCC)CCCC)CCC. Product: [C:1]([C@H:3]1[O:8][CH2:7][C@@H:6]([CH2:9][OH:10])[N:5]([C:18]([O:20][C:21]([CH3:24])([CH3:23])[CH3:22])=[O:19])[CH2:4]1)#[CH:2]. The catalyst class is: 49. (3) Reactant: Br[C:2]1[N:6]2[N:7]=[C:8]([NH:11][CH2:12][C@@H:13]3[CH2:17][CH2:16][CH2:15][N:14]3[C:18]([O:20][C:21]([CH3:24])([CH3:23])[CH3:22])=[O:19])[CH:9]=[CH:10][C:5]2=[N:4][CH:3]=1.[CH2:25]([Zn]CC)[CH3:26].CC(C[AlH]CC(C)C)C. Product: [CH2:25]([C:2]1[N:6]2[N:7]=[C:8]([NH:11][CH2:12][C@@H:13]3[CH2:17][CH2:16][CH2:15][N:14]3[C:18]([O:20][C:21]([CH3:24])([CH3:23])[CH3:22])=[O:19])[CH:9]=[CH:10][C:5]2=[N:4][CH:3]=1)[CH3:26]. The catalyst class is: 12. (4) Reactant: [CH3:1][O:2][C:3]1[CH2:7][CH:6]([CH2:8][CH:9]2[CH2:14][CH2:13][O:12][CH2:11][CH2:10]2)[C:5](=[O:15])[CH:4]=1.[Br:16]N1C(=O)CCC1=O. Product: [Br:16][C:4]1[C:5](=[O:15])[CH:6]([CH2:8][CH:9]2[CH2:10][CH2:11][O:12][CH2:13][CH2:14]2)[CH2:7][C:3]=1[O:2][CH3:1]. The catalyst class is: 26. (5) Reactant: Cl[C:2]1[C:11]2[C:6](=[CH:7][C:8]([F:12])=[CH:9][CH:10]=2)[N:5]=[C:4]([C:13]2[CH:18]=[CH:17][CH:16]=[CH:15][N:14]=2)[C:3]=1[CH3:19].[Br:20][C:21]1[CH:22]=[CH:23][C:24]([N:28]2[CH2:33][CH2:32][O:31][CH2:30][CH2:29]2)=[C:25]([NH2:27])[CH:26]=1.Cl. Product: [Br:20][C:21]1[CH:22]=[CH:23][C:24]([N:28]2[CH2:29][CH2:30][O:31][CH2:32][CH2:33]2)=[C:25]([NH:27][C:2]2[C:11]3[C:6](=[CH:7][C:8]([F:12])=[CH:9][CH:10]=3)[N:5]=[C:4]([C:13]3[CH:18]=[CH:17][CH:16]=[CH:15][N:14]=3)[C:3]=2[CH3:19])[CH:26]=1. The catalyst class is: 169. (6) Reactant: [F:1][C:2]([F:30])([F:29])[C:3]1[CH:12]=[C:11]2[C:6]([C:7]([O:13][CH2:14][CH2:15][CH2:16][CH2:17][CH2:18][O:19][C:20]3[C:21](=[O:28])[CH:22]=[C:23]([CH2:26][OH:27])[O:24][CH:25]=3)=[CH:8][CH:9]=[N:10]2)=[CH:5][CH:4]=1.C(N(CC)CC)C.[CH3:38][S:39](Cl)(=[O:41])=[O:40]. Product: [CH3:38][S:39]([O:27][CH2:26][C:23]1[O:24][CH:25]=[C:20]([O:19][CH2:18][CH2:17][CH2:16][CH2:15][CH2:14][O:13][C:7]2[C:6]3[C:11](=[CH:12][C:3]([C:2]([F:1])([F:29])[F:30])=[CH:4][CH:5]=3)[N:10]=[CH:9][CH:8]=2)[C:21](=[O:28])[CH:22]=1)(=[O:41])=[O:40]. The catalyst class is: 2. (7) Reactant: [C:1]([NH:8][C:9]1[CH:18]=[CH:17][C:12]([C:13](OC)=[O:14])=[CH:11][CH:10]=1)(=[O:7])[CH2:2][CH2:3][CH2:4][CH2:5][CH3:6].O.[NH2:20][NH2:21]. Product: [NH:20]([C:13]([C:12]1[CH:17]=[CH:18][C:9]([NH:8][C:1](=[O:7])[CH2:2][CH2:3][CH2:4][CH2:5][CH3:6])=[CH:10][CH:11]=1)=[O:14])[NH2:21]. The catalyst class is: 14.